This data is from Full USPTO retrosynthesis dataset with 1.9M reactions from patents (1976-2016). The task is: Predict the reactants needed to synthesize the given product. (1) Given the product [Si:1]([O:8][C@@H:9]([C:25]1[CH:30]=[CH:29][CH:28]=[CH:27][C:26]=1[C:31]1[CH:32]=[CH:33][C:34]([Cl:37])=[CH:35][CH:36]=1)[CH:10]1[CH2:15][CH2:14][N:13]([C:16]2[CH:24]=[CH:23][C:19]([C:20]([NH:71][S:68]([C:65]3[CH:66]=[CH:67][C:62]([NH:61][C@H:52]([CH2:51][CH2:50][N:48]4[CH2:47][CH2:46][O:45][CH:44]([CH2:43][N:40]([CH2:38][CH3:39])[CH2:41][CH3:42])[CH2:49]4)[CH2:53][S:54][C:55]4[CH:56]=[CH:57][CH:58]=[CH:59][CH:60]=4)=[C:63]([S:72]([C:75]([F:77])([F:78])[F:76])(=[O:74])=[O:73])[CH:64]=3)(=[O:69])=[O:70])=[O:22])=[CH:18][CH:17]=2)[CH2:12][CH2:11]1)([C:4]([CH3:5])([CH3:6])[CH3:7])([CH3:2])[CH3:3], predict the reactants needed to synthesize it. The reactants are: [Si:1]([O:8][C@@H:9]([C:25]1[CH:30]=[CH:29][CH:28]=[CH:27][C:26]=1[C:31]1[CH:36]=[CH:35][C:34]([Cl:37])=[CH:33][CH:32]=1)[CH:10]1[CH2:15][CH2:14][N:13]([C:16]2[CH:24]=[CH:23][C:19]([C:20]([OH:22])=O)=[CH:18][CH:17]=2)[CH2:12][CH2:11]1)([C:4]([CH3:7])([CH3:6])[CH3:5])([CH3:3])[CH3:2].[CH2:38]([N:40]([CH2:43][CH:44]1[CH2:49][N:48]([CH2:50][CH2:51][C@@H:52]([NH:61][C:62]2[CH:67]=[CH:66][C:65]([S:68]([NH2:71])(=[O:70])=[O:69])=[CH:64][C:63]=2[S:72]([C:75]([F:78])([F:77])[F:76])(=[O:74])=[O:73])[CH2:53][S:54][C:55]2[CH:60]=[CH:59][CH:58]=[CH:57][CH:56]=2)[CH2:47][CH2:46][O:45]1)[CH2:41][CH3:42])[CH3:39]. (2) The reactants are: C([O:3][C:4](=O)[C:5]1[CH:10]=[CH:9][C:8]([C:11]2[N:12]([CH3:28])[O:13][C:14]([C:20]3[CH:25]=[C:24]([Cl:26])[CH:23]=[C:22]([Cl:27])[CH:21]=3)([C:16]([F:19])([F:18])[F:17])[CH:15]=2)=[CH:7][C:6]=1[CH3:29])C.[BH4-].[Na+].CO.Cl. Given the product [Cl:27][C:22]1[CH:21]=[C:20]([C:14]2([C:16]([F:18])([F:17])[F:19])[O:13][N:12]([CH3:28])[C:11]([C:8]3[CH:9]=[CH:10][C:5]([CH2:4][OH:3])=[C:6]([CH3:29])[CH:7]=3)=[CH:15]2)[CH:25]=[C:24]([Cl:26])[CH:23]=1, predict the reactants needed to synthesize it. (3) Given the product [C:23]([O:27][C:28](=[O:41])[NH:29][C:30]([C:34]1[CH:39]=[CH:38][CH:37]=[C:36]([Br:40])[CH:35]=1)([CH3:33])[CH:31]=[O:32])([CH3:24])([CH3:25])[CH3:26], predict the reactants needed to synthesize it. The reactants are: CC(OI1(OC(C)=O)(OC(C)=O)OC(=O)C2C=CC=CC1=2)=O.[C:23]([O:27][C:28](=[O:41])[NH:29][C:30]([C:34]1[CH:39]=[CH:38][CH:37]=[C:36]([Br:40])[CH:35]=1)([CH3:33])[CH2:31][OH:32])([CH3:26])([CH3:25])[CH3:24].